From a dataset of Full USPTO retrosynthesis dataset with 1.9M reactions from patents (1976-2016). Predict the reactants needed to synthesize the given product. (1) Given the product [CH3:23][S:24]([N:12]1[C:13]2[CH:14]=[CH:15][CH:16]=[CH:17][C:18]=2[C:10]2[CH2:9][NH:8][CH2:20][CH2:19][C:11]1=2)(=[O:26])=[O:25], predict the reactants needed to synthesize it. The reactants are: C([N:8]1[CH2:20][CH2:19][C:11]2[NH:12][C:13]3[CH:14]=[CH:15][CH:16]=[CH:17][C:18]=3[C:10]=2[CH2:9]1)(OC(C)(C)C)=O.[H-].[Na+].[CH3:23][S:24](Cl)(=[O:26])=[O:25]. (2) Given the product [Si:1]([O:8][C@H:9]1[CH2:12][N:11]([C:13]2[CH:18]=[N:17][CH:16]=[C:15]([Cl:19])[N:14]=2)[C@@H:10]1[C:20]([OH:22])=[O:21])([C:4]([CH3:7])([CH3:5])[CH3:6])([CH3:2])[CH3:3], predict the reactants needed to synthesize it. The reactants are: [Si:1]([O:8][C@H:9]1[CH2:12][N:11]([C:13]2[CH:18]=[N:17][CH:16]=[C:15]([Cl:19])[N:14]=2)[C@@H:10]1[C:20]([O:22]C)=[O:21])([C:4]([CH3:7])([CH3:6])[CH3:5])([CH3:3])[CH3:2].[OH-].[Na+].CO. (3) Given the product [CH:1]1([C@:4]2([OH:12])[CH2:8][CH2:7][N:6]([C:21]3[CH:20]=[CH:19][C:16]([C:17]#[N:18])=[C:15]([O:14][CH3:13])[CH:22]=3)[C@H:5]2[CH3:9])[CH2:2][CH2:3]1, predict the reactants needed to synthesize it. The reactants are: [CH:1]1([C@:4]2([OH:12])[CH2:8][CH2:7][NH:6][C@H:5]2[CH:9](C)C)[CH2:3][CH2:2]1.[CH3:13][O:14][C:15]1[CH:22]=[C:21](F)[CH:20]=[CH:19][C:16]=1[C:17]#[N:18].C(=O)([O-])[O-].[Li+].[Li+]. (4) Given the product [CH:32]1([O:38][C:36](=[O:37])[NH:22][CH2:21][C:17]2[CH:18]=[CH:19][CH:20]=[C:15]([C:12]3[CH:13]=[C:14]4[C:9](=[CH:10][CH:11]=3)[N:8]=[CH:7][N:6]=[C:5]4[NH:4][CH:1]3[CH2:3][CH2:2]3)[CH:16]=2)[CH2:34][CH2:33]1, predict the reactants needed to synthesize it. The reactants are: [CH:1]1([NH:4][C:5]2[C:14]3[C:9](=[CH:10][CH:11]=[C:12]([C:15]4[CH:20]=[CH:19][CH:18]=[C:17]([CH2:21][NH:22]C5CC5)[CH:16]=4)[CH:13]=3)[N:8]=[CH:7][N:6]=2)[CH2:3][CH2:2]1.CCN([CH:32]([CH3:34])[CH3:33])C(C)C.Cl[C:36]([O:38]CC)=[O:37]. (5) Given the product [Br:13][C:9]1[N:8]=[C:7]([C:14]([C:15]2[CH:20]=[CH:19][CH:18]=[CH:17][CH:16]=2)([C:22]2[CH:27]=[CH:26][CH:25]=[CH:24][CH:23]=2)[OH:21])[CH:12]=[CH:11][CH:10]=1, predict the reactants needed to synthesize it. The reactants are: C([Li])CCC.Br[C:7]1[CH:12]=[CH:11][CH:10]=[C:9]([Br:13])[N:8]=1.[C:14]([C:22]1[CH:27]=[CH:26][CH:25]=[CH:24][CH:23]=1)(=[O:21])[C:15]1[CH:20]=[CH:19][CH:18]=[CH:17][CH:16]=1. (6) The reactants are: [NH3:1].[C:2]1([CH2:8][CH2:9][C:10](Cl)=[O:11])[CH:7]=[CH:6][CH:5]=[CH:4][CH:3]=1. Given the product [C:2]1([CH2:8][CH2:9][C:10]([NH2:1])=[O:11])[CH:7]=[CH:6][CH:5]=[CH:4][CH:3]=1, predict the reactants needed to synthesize it. (7) Given the product [Br:1][C:2]1[CH:3]=[CH:4][C:5]([C:8]2[O:12][N:11]=[CH:10][C:9]=2[CH2:13][CH2:14][C:15]([O:17][CH3:23])=[O:16])=[CH:6][CH:7]=1, predict the reactants needed to synthesize it. The reactants are: [Br:1][C:2]1[CH:7]=[CH:6][C:5]([C:8]2[O:12][N:11]=[CH:10][C:9]=2[CH2:13][CH2:14][C:15]([OH:17])=[O:16])=[CH:4][CH:3]=1.S(=O)(=O)(O)O.[CH3:23]O.